Dataset: Catalyst prediction with 721,799 reactions and 888 catalyst types from USPTO. Task: Predict which catalyst facilitates the given reaction. (1) Reactant: Cl[C:2]1[N:11]=[CH:10][C:9]([F:12])=[CH:8][C:3]=1[C:4]([O:6][CH3:7])=[O:5].[CH3:13]B(O)O.C(=O)([O-])[O-].[K+].[K+]. Product: [F:12][C:9]1[CH:10]=[N:11][C:2]([CH3:13])=[C:3]([CH:8]=1)[C:4]([O:6][CH3:7])=[O:5]. The catalyst class is: 12. (2) Reactant: Cl.Cl.[CH3:3][O:4][C:5]1[C:14]2[C:9](=[CH:10][CH:11]=[CH:12][CH:13]=2)[N:8]=[C:7]([NH:15][CH2:16][CH2:17][CH2:18][NH2:19])[CH:6]=1.[CH2:20]([N:27]1[C:35]2[C:30](=[C:31]([Cl:37])[CH:32]=[C:33]([Cl:36])[CH:34]=2)[CH:29]=[C:28]1[C:38](O)=[O:39])[C:21]1[CH:26]=[CH:25][CH:24]=[CH:23][CH:22]=1.Cl.CN(C)CCCN=C=NCC.O.ON1C2C=CC=CC=2N=N1.CN1CCOCC1.[OH-].[Na+]. Product: [CH3:3][O:4][C:5]1[C:14]2[C:9](=[CH:10][CH:11]=[CH:12][CH:13]=2)[N:8]=[C:7]([NH:15][CH2:16][CH2:17][CH2:18][NH:19][C:38]([C:28]2[N:27]([CH2:20][C:21]3[CH:26]=[CH:25][CH:24]=[CH:23][CH:22]=3)[C:35]3[C:30]([CH:29]=2)=[C:31]([Cl:37])[CH:32]=[C:33]([Cl:36])[CH:34]=3)=[O:39])[CH:6]=1. The catalyst class is: 35.